Dataset: Catalyst prediction with 721,799 reactions and 888 catalyst types from USPTO. Task: Predict which catalyst facilitates the given reaction. (1) Reactant: CO[C:3](=[O:23])[C:4]1[C:9]([Br:10])=[CH:8][C:7]([Br:11])=[CH:6][C:5]=1[NH:12][C:13](=[O:22])[CH:14]([C:16]1[CH:21]=[CH:20][CH:19]=[CH:18][CH:17]=1)[CH3:15].[Li+].C[Si]([N-][Si](C)(C)C)(C)C. Product: [Br:10][C:9]1[CH:8]=[C:7]([Br:11])[CH:6]=[C:5]2[C:4]=1[C:3](=[O:23])[C:14]([CH3:15])([C:16]1[CH:17]=[CH:18][CH:19]=[CH:20][CH:21]=1)[C:13](=[O:22])[NH:12]2. The catalyst class is: 25. (2) The catalyst class is: 66. Reactant: Br[C:2]1[S:6][C:5]([C:7]2[CH:12]=[CH:11][C:10]([C:13]3[CH:14]=[N:15][C:16]([N:19]4[CH2:24][CH2:23][CH:22]([O:25][CH:26]5[CH2:31][CH2:30][CH2:29][CH2:28][CH2:27]5)[CH2:21][CH2:20]4)=[N:17][CH:18]=3)=[CH:9][CH:8]=2)=[N:4][N:3]=1.[NH:32]1[CH2:37][CH2:36][CH:35]([CH2:38][OH:39])[CH2:34][CH2:33]1. Product: [CH:26]1([O:25][CH:22]2[CH2:23][CH2:24][N:19]([C:16]3[N:15]=[CH:14][C:13]([C:10]4[CH:11]=[CH:12][C:7]([C:5]5[S:6][C:2]([N:32]6[CH2:37][CH2:36][CH:35]([CH2:38][OH:39])[CH2:34][CH2:33]6)=[N:3][N:4]=5)=[CH:8][CH:9]=4)=[CH:18][N:17]=3)[CH2:20][CH2:21]2)[CH2:31][CH2:30][CH2:29][CH2:28][CH2:27]1.